Predict which catalyst facilitates the given reaction. From a dataset of Catalyst prediction with 721,799 reactions and 888 catalyst types from USPTO. (1) Reactant: [C:1]([C:3]1[C:4]([NH2:10])=[N:5][C:6]([NH2:9])=[CH:7][CH:8]=1)#[CH:2].[CH3:11][C:12]1[N:17]=[C:16]([O:18][CH2:19][C:20]2[CH:25]=[CH:24][C:23]([CH2:26][C:27](Cl)=[N:28][OH:29])=[CH:22][CH:21]=2)[CH:15]=[CH:14][CH:13]=1.C(N(CC)CC)C.O. Product: [CH3:11][C:12]1[N:17]=[C:16]([O:18][CH2:19][C:20]2[CH:25]=[CH:24][C:23]([CH2:26][C:27]3[CH:2]=[C:1]([C:3]4[C:4]([NH2:10])=[N:5][C:6]([NH2:9])=[CH:7][CH:8]=4)[O:29][N:28]=3)=[CH:22][CH:21]=2)[CH:15]=[CH:14][CH:13]=1. The catalyst class is: 54. (2) Reactant: [CH2:1]([O:8][C:9]([NH:11][CH:12]1[C@@:19]2([CH3:23])[C:20]([CH3:22])([CH3:21])[C@H:16]([CH2:17][CH2:18]2)[CH2:15][N:14]2[C:24](=[O:34])[C:25]([OH:33])=[C:26]([C:28](OCC)=[O:29])[N:27]=[C:13]12)=[O:10])[C:2]1[CH:7]=[CH:6][CH:5]=[CH:4][CH:3]=1.[F:35][C:36]1[CH:41]=[CH:40][C:39]([CH2:42][NH2:43])=[CH:38][CH:37]=1.CCN(CC)CC. Product: [CH2:1]([O:8][C:9](=[O:10])[NH:11][C@@H:12]1[C@@:19]2([CH3:23])[C:20]([CH3:22])([CH3:21])[C@H:16]([CH2:17][CH2:18]2)[CH2:15][N:14]2[C:24](=[O:34])[C:25]([OH:33])=[C:26]([C:28](=[O:29])[NH:43][CH2:42][C:39]3[CH:40]=[CH:41][C:36]([F:35])=[CH:37][CH:38]=3)[N:27]=[C:13]12)[C:2]1[CH:3]=[CH:4][CH:5]=[CH:6][CH:7]=1. The catalyst class is: 863. (3) Reactant: [H-].[Na+].[Cl:3][C:4]1[S:5][C:6]([CH2:9][N:10]2[CH2:14][CH2:13][NH:12][C:11]2=[N:15][N+:16]([O-:18])=[O:17])=[CH:7][N:8]=1.I[CH2:20][CH2:21][CH2:22][CH2:23][CH2:24][CH2:25]I. Product: [Cl:3][C:4]1[S:5][C:6]([CH2:9][N:10]2[CH2:14][CH2:13][N:12]([CH2:20][CH2:21][CH2:22][CH2:23][CH2:24][CH2:25][N:12]3[CH2:13][CH2:14][N:10]([CH2:9][C:6]4[S:5][C:4]([Cl:3])=[N:8][CH:7]=4)[C:11]3=[N:15][N+:16]([O-:18])=[O:17])[C:11]2=[N:15][N+:16]([O-:18])=[O:17])=[CH:7][N:8]=1. The catalyst class is: 3. (4) Reactant: [Cl:1][C:2]1[C:3]([C:8]2[CH:9]=[C:10]3[C:14](=[CH:15][CH:16]=2)[NH:13][N:12]=[C:11]3[N:17]2[C:25](=[O:26])[C:24]3[C:19](=[CH:20][CH:21]=[CH:22][CH:23]=3)[C:18]2=[O:27])=[N:4][CH:5]=[CH:6][CH:7]=1.[H-].[Na+].Cl[CH2:31][O:32][CH2:33][CH2:34][Si:35]([CH3:38])([CH3:37])[CH3:36].[Cl-].[NH4+]. Product: [Cl:1][C:2]1[C:3]([C:8]2[CH:9]=[C:10]3[C:14](=[CH:15][CH:16]=2)[N:13]([CH2:31][O:32][CH2:33][CH2:34][Si:35]([CH3:38])([CH3:37])[CH3:36])[N:12]=[C:11]3[N:17]2[C:18](=[O:27])[C:19]3[C:24](=[CH:23][CH:22]=[CH:21][CH:20]=3)[C:25]2=[O:26])=[N:4][CH:5]=[CH:6][CH:7]=1. The catalyst class is: 9.